This data is from Peptide-MHC class II binding affinity with 134,281 pairs from IEDB. The task is: Regression. Given a peptide amino acid sequence and an MHC pseudo amino acid sequence, predict their binding affinity value. This is MHC class II binding data. (1) The MHC is DRB4_0101 with pseudo-sequence DRB4_0103. The peptide sequence is TVWAQSAAFPAFKPE. The binding affinity (normalized) is 0.340. (2) The peptide sequence is KYQEFFWDANDIYRI. The MHC is HLA-DPA10201-DPB10101 with pseudo-sequence HLA-DPA10201-DPB10101. The binding affinity (normalized) is 0.555.